Dataset: Catalyst prediction with 721,799 reactions and 888 catalyst types from USPTO. Task: Predict which catalyst facilitates the given reaction. (1) Reactant: [CH2:1]([N:3]=[C:4]=[O:5])[CH3:2].[CH2:6]([C:8]1[CH:13]=[C:12]([C:14]2[CH2:15][CH2:16][NH:17][CH2:18][CH:19]=2)[CH:11]=[CH:10][C:9]=1[N:20]([CH3:31])[C:21]1[N:26]=[CH:25][C:24]2[N:27]=[CH:28][N:29]([CH3:30])[C:23]=2[CH:22]=1)[CH3:7].C(N(CC)CC)C. Product: [CH2:1]([NH:3][C:4]([N:17]1[CH2:16][CH2:15][C:14]([C:12]2[CH:11]=[CH:10][C:9]([N:20]([CH3:31])[C:21]3[N:26]=[CH:25][C:24]4[N:27]=[CH:28][N:29]([CH3:30])[C:23]=4[CH:22]=3)=[C:8]([CH2:6][CH3:7])[CH:13]=2)=[CH:19][CH2:18]1)=[O:5])[CH3:2]. The catalyst class is: 2. (2) Reactant: [CH2:1]([N:8](C)[CH:9]1[CH2:15][N:14]([CH3:16])[CH2:13][CH2:12][N:11]2[C:17](=[O:26])[C:18]([OH:25])=[C:19]([C:21]([O:23][CH3:24])=[O:22])[N:20]=[C:10]12)C1C=CC=CC=1.Cl. Product: [OH:25][C:18]1[C:17](=[O:26])[N:11]2[CH2:12][CH2:13][N:14]([CH3:16])[CH2:15][CH:9]([NH:8][CH3:1])[C:10]2=[N:20][C:19]=1[C:21]([O:23][CH3:24])=[O:22]. The catalyst class is: 19. (3) Reactant: [CH2:1]([N:8]1[CH2:17][C:16]2[N:15]=[CH:14][CH:13]=[C:12]([NH2:18])[C:11]=2[CH2:10][CH2:9]1)[C:2]1[CH:7]=[CH:6][CH:5]=[CH:4][CH:3]=1.CN1CCOCC1.[C:26]12([CH2:36][C:37](Cl)=[O:38])[CH2:35][CH:30]3[CH2:31][CH:32]([CH2:34][CH:28]([CH2:29]3)[CH2:27]1)[CH2:33]2. Product: [C:26]12([CH2:36][C:37]([NH:18][C:12]3[C:11]4[CH2:10][CH2:9][N:8]([CH2:1][C:2]5[CH:7]=[CH:6][CH:5]=[CH:4][CH:3]=5)[CH2:17][C:16]=4[N:15]=[CH:14][CH:13]=3)=[O:38])[CH2:33][CH:32]3[CH2:31][CH:30]([CH2:29][CH:28]([CH2:34]3)[CH2:27]1)[CH2:35]2. The catalyst class is: 12. (4) Reactant: [NH2:1][CH2:2][C@H:3]1[CH2:7][C@@H:6]([NH:8][S:9]([C:12]2[CH:17]=[C:16]([Br:18])[CH:15]=[CH:14][C:13]=2[Br:19])(=[O:11])=[O:10])[CH2:5][N:4]1[C:20]([O:22][C:23]([CH3:26])([CH3:25])[CH3:24])=[O:21].[C:27]1([N:33]=[C:34]=[O:35])[CH:32]=[CH:31][CH:30]=[CH:29][CH:28]=1. Product: [Br:19][C:13]1[CH:14]=[CH:15][C:16]([Br:18])=[CH:17][C:12]=1[S:9]([NH:8][C@H:6]1[CH2:5][N:4]([C:20]([O:22][C:23]([CH3:26])([CH3:25])[CH3:24])=[O:21])[C@@H:3]([CH2:2][NH:1][C:34]([NH:33][C:27]2[CH:32]=[CH:31][CH:30]=[CH:29][CH:28]=2)=[O:35])[CH2:7]1)(=[O:10])=[O:11]. The catalyst class is: 2. (5) Reactant: [CH2:1]([O:4][N:5]([CH:18]1[CH2:23][N:22]([C:24]([O:26][C:27]([CH3:30])([CH3:29])[CH3:28])=[O:25])[C@H:21]([CH2:31][O:32][Si](C(C)(C)C)(C)C)[CH:20]=[C:19]1[CH2:40][C:41]([NH2:43])=[O:42])[S:6]([C:9]1[CH:14]=[CH:13][CH:12]=[CH:11][C:10]=1[N+:15]([O-:17])=[O:16])(=[O:8])=[O:7])[CH:2]=[CH2:3].I([O-])(=O)(=O)=[O:45].[Na+].OS([O-])=O.[Na+]. Product: [CH2:1]([O:4][N:5]([CH:18]1[CH2:23][N:22]([C:24]([O:26][C:27]([CH3:28])([CH3:30])[CH3:29])=[O:25])[C@H:21]([C:31]([OH:45])=[O:32])[CH:20]=[C:19]1[CH2:40][C:41]([NH2:43])=[O:42])[S:6]([C:9]1[CH:14]=[CH:13][CH:12]=[CH:11][C:10]=1[N+:15]([O-:17])=[O:16])(=[O:8])=[O:7])[CH:2]=[CH2:3]. The catalyst class is: 115.